This data is from Catalyst prediction with 721,799 reactions and 888 catalyst types from USPTO. The task is: Predict which catalyst facilitates the given reaction. (1) Reactant: [C:1]1([C:11]2[CH:16]=[CH:15][CH:14]=[CH:13][CH:12]=2)[CH:6]=[CH:5][C:4]([CH2:7][C:8](O)=[O:9])=[CH:3][CH:2]=1. Product: [C:1]1([C:11]2[CH:12]=[CH:13][CH:14]=[CH:15][CH:16]=2)[CH:2]=[CH:3][C:4]([CH2:7][CH2:8][OH:9])=[CH:5][CH:6]=1. The catalyst class is: 1. (2) Reactant: [CH3:1][O:2][C:3]1[C:4]([N:25]([C:32]([O:34][CH2:35][CH:36]=[CH2:37])=[O:33])[C:26]2[CH:31]=[CH:30][N:29]=[CH:28][CH:27]=2)=[N:5][C:6]([C:9]2[C:17]3[C:12](=[CH:13][CH:14]=[CH:15][CH:16]=3)[N:11](C(OC(C)(C)C)=O)[N:10]=2)=[N:7][CH:8]=1.[H][H]. Product: [CH2:35]([O:34][C:32](=[O:33])[N:25]([C:4]1[C:3]([O:2][CH3:1])=[CH:8][N:7]=[C:6]([C:9]2[C:17]3[C:12](=[CH:13][CH:14]=[CH:15][CH:16]=3)[NH:11][N:10]=2)[N:5]=1)[C:26]1[CH:27]=[CH:28][N:29]=[CH:30][CH:31]=1)[CH:36]=[CH2:37]. The catalyst class is: 12. (3) Reactant: [Cu](C#N)C#N.C([Li])CCC.C([SnH](CCCC)CCCC)CCC.[CH2:24]([NH:27][C:28](=[O:34])[O:29][C:30]([CH3:33])([CH3:32])[CH3:31])[C:25]#[CH:26].[Cl-].[NH4+].[OH-].[NH4+]. Product: [CH2:24]([NH:27][C:28](=[O:34])[O:29][C:30]([CH3:33])([CH3:32])[CH3:31])[CH:25]=[CH2:26]. The catalyst class is: 266. (4) Reactant: [NH:1]1[CH:5]=[CH:4][C:3]([C:6]2[CH:11]=[CH:10][CH:9]=[CH:8][N:7]=2)=[N:2]1.[N+:12]([O-])([OH:14])=[O:13]. Product: [N+:12]([C:4]1[C:3]([C:6]2[CH:11]=[CH:10][CH:9]=[CH:8][N:7]=2)=[N:2][NH:1][CH:5]=1)([O-:14])=[O:13]. The catalyst class is: 82.